Task: Regression. Given a peptide amino acid sequence and an MHC pseudo amino acid sequence, predict their binding affinity value. This is MHC class II binding data.. Dataset: Peptide-MHC class II binding affinity with 134,281 pairs from IEDB (1) The peptide sequence is VKIEYSGTNNKTMAV. The MHC is DRB1_0101 with pseudo-sequence DRB1_0101. The binding affinity (normalized) is 0.417. (2) The peptide sequence is ADYLRMWIQAATVMS. The MHC is HLA-DPA10103-DPB10301 with pseudo-sequence HLA-DPA10103-DPB10301. The binding affinity (normalized) is 0.800. (3) The peptide sequence is FWYVNHTGFNVHSLP. The MHC is DRB1_0401 with pseudo-sequence DRB1_0401. The binding affinity (normalized) is 0.0449.